This data is from Full USPTO retrosynthesis dataset with 1.9M reactions from patents (1976-2016). The task is: Predict the reactants needed to synthesize the given product. (1) Given the product [CH3:25][N:18]1[C:19]2[C:24](=[CH:23][CH:22]=[CH:21][CH:20]=2)[C:16]([C:14]2[CH:13]=[CH:12][N:11]=[C:10]([NH:1][C@H:2]3[CH2:7][CH2:6][C@H:5]([OH:8])[CH2:4][CH2:3]3)[N:15]=2)=[CH:17]1, predict the reactants needed to synthesize it. The reactants are: [NH2:1][C@H:2]1[CH2:7][CH2:6][C@H:5]([OH:8])[CH2:4][CH2:3]1.Cl[C:10]1[N:15]=[C:14]([C:16]2[C:24]3[C:19](=[CH:20][CH:21]=[CH:22][CH:23]=3)[N:18]([CH3:25])[CH:17]=2)[CH:13]=[CH:12][N:11]=1. (2) The reactants are: Cl[C:2]1[CH:10]=[CH:9][C:5]([C:6](Cl)=[O:7])=[CH:4][N:3]=1.[CH3:11][N:12]1[CH2:18][CH2:17][CH2:16][NH:15][CH2:14][CH2:13]1.CCN(CC)CC.C([O-])([O-])=O.[Na+].[Na+].O.[Cl:33][C:34]1[N:39]=[C:38]([NH2:40])[CH:37]=[N:36][CH:35]=1.C([O-])([O-])=O.[K+].[K+]. Given the product [Cl:33][C:34]1[N:39]=[C:38]([NH:40][C:2]2[CH:10]=[CH:9][C:5]([C:6]([N:15]3[CH2:16][CH2:17][CH2:18][N:12]([CH3:11])[CH2:13][CH2:14]3)=[O:7])=[CH:4][N:3]=2)[CH:37]=[N:36][CH:35]=1, predict the reactants needed to synthesize it. (3) Given the product [NH2:30][C:16](=[O:17])[CH:15]([N:11]1[CH2:12][CH2:13][CH2:14][C@@H:9]([NH:8][C:6](=[O:7])[O:5][C:1]([CH3:3])([CH3:2])[CH3:4])[CH2:10]1)[C:19]1[CH:24]=[CH:23][CH:22]=[CH:21][C:20]=1[F:25], predict the reactants needed to synthesize it. The reactants are: [C:1]([O:5][C:6]([NH:8][C@@H:9]1[CH2:14][CH2:13][CH2:12][N:11]([CH:15]([C:19]2[CH:24]=[CH:23][CH:22]=[CH:21][C:20]=2[F:25])[C:16](O)=[O:17])[CH2:10]1)=[O:7])([CH3:4])([CH3:3])[CH3:2].[Cl-].[NH4+].CC[N:30](C(C)C)C(C)C.C(Cl)CCl.C1C=CC2N(O)N=NC=2C=1.C([O-])(O)=O.[Na+]. (4) Given the product [C:31]([C:2]1[CH:11]=[C:10]2[C:5]([CH:6]=[CH:7][C:8](=[O:30])[N:9]2[CH2:12][CH2:13][N:14]2[CH2:19][CH2:18][C@H:17]([NH:20][C:21](=[O:27])[O:22][C:23]([CH3:24])([CH3:26])[CH3:25])[C@H:16]([O:28][CH3:29])[CH2:15]2)=[CH:4][CH:3]=1)#[N:32], predict the reactants needed to synthesize it. The reactants are: Br[C:2]1[CH:11]=[C:10]2[C:5]([CH:6]=[CH:7][C:8](=[O:30])[N:9]2[CH2:12][CH2:13][N:14]2[CH2:19][CH2:18][C@H:17]([NH:20][C:21](=[O:27])[O:22][C:23]([CH3:26])([CH3:25])[CH3:24])[C@H:16]([O:28][CH3:29])[CH2:15]2)=[CH:4][CH:3]=1.[C-:31]#[N:32].[K+]. (5) Given the product [Br:1][C:2]1[CH:3]=[C:4]([O:11][CH3:12])[C:5]([O:10][CH2:20][O:21][CH2:22][CH2:23][Si:24]([CH3:27])([CH3:26])[CH3:25])=[C:6]([CH:9]=1)[CH:7]=[O:8], predict the reactants needed to synthesize it. The reactants are: [Br:1][C:2]1[CH:3]=[C:4]([O:11][CH3:12])[C:5]([OH:10])=[C:6]([CH:9]=1)[CH:7]=[O:8].C(=O)([O-])[O-].[K+].[K+].Cl[CH2:20][O:21][CH2:22][CH2:23][Si:24]([CH3:27])([CH3:26])[CH3:25]. (6) Given the product [CH3:4][C@@:5]([C:36]([OH:38])=[O:37])([CH2:32][CH:33]([CH3:35])[CH3:34])[NH:6][C:7]([C:9]1[C:18]([NH:19][C:20]([NH:22][C:23]2[C:24]([CH3:31])=[CH:25][C:26]([CH3:30])=[CH:27][C:28]=2[CH3:29])=[O:21])=[CH:17][C:16]2[C:11](=[CH:12][CH:13]=[CH:14][CH:15]=2)[CH:10]=1)=[O:8], predict the reactants needed to synthesize it. The reactants are: O.[OH-].[Li+].[CH3:4][C@@:5]([C:36]([O:38]C)=[O:37])([CH2:32][CH:33]([CH3:35])[CH3:34])[NH:6][C:7]([C:9]1[C:18]([NH:19][C:20]([NH:22][C:23]2[C:28]([CH3:29])=[CH:27][C:26]([CH3:30])=[CH:25][C:24]=2[CH3:31])=[O:21])=[CH:17][C:16]2[C:11](=[CH:12][CH:13]=[CH:14][CH:15]=2)[CH:10]=1)=[O:8].O.Cl. (7) Given the product [F:1][C:2]1[C:3](/[C:15](/[C:17]2[CH:22]=[CH:21][CH:20]=[CH:19][CH:18]=2)=[N:24]\[OH:25])=[N:4][CH:5]=[CH:6][C:7]=1[C:8]1[CH:9]=[N:10][CH:11]=[CH:12][C:13]=1[CH3:14], predict the reactants needed to synthesize it. The reactants are: [F:1][C:2]1[C:3]([C:15]([C:17]2[CH:22]=[CH:21][CH:20]=[CH:19][CH:18]=2)=O)=[N:4][CH:5]=[CH:6][C:7]=1[C:8]1[CH:9]=[N:10][CH:11]=[CH:12][C:13]=1[CH3:14].Cl.[NH2:24][OH:25].